This data is from Catalyst prediction with 721,799 reactions and 888 catalyst types from USPTO. The task is: Predict which catalyst facilitates the given reaction. (1) Reactant: [CH2:1]([C:3]1[CH:4]=[C:5]([CH:44]=[CH:45][C:46]=1[CH2:47][CH3:48])[CH2:6][C@@H:7]([NH:23][C:24]([N:26]1[CH2:31][CH2:30][CH:29]([N:32]2[CH2:38][CH2:37][C:36]3[CH:39]=[CH:40][CH:41]=[CH:42][C:35]=3[NH:34][C:33]2=[O:43])[CH2:28][CH2:27]1)=[O:25])[C:8]([N:10]1[CH2:15][CH2:14][N:13]([CH:16]2[CH2:21][CH2:20][N:19]([CH3:22])[CH2:18][CH2:17]2)[CH2:12][CH2:11]1)=[O:9])[CH3:2].[C:49]1([CH3:59])[CH:54]=[CH:53][C:52]([S:55]([OH:58])(=[O:57])=[O:56])=[CH:51][CH:50]=1.CO. Product: [CH2:1]([C:3]1[CH:4]=[C:5]([CH:44]=[CH:45][C:46]=1[CH2:47][CH3:48])[CH2:6][C@@H:7]([NH:23][C:24]([N:26]1[CH2:31][CH2:30][CH:29]([N:32]2[CH2:38][CH2:37][C:36]3[CH:39]=[CH:40][CH:41]=[CH:42][C:35]=3[NH:34][C:33]2=[O:43])[CH2:28][CH2:27]1)=[O:25])[C:8]([N:10]1[CH2:11][CH2:12][N:13]([CH:16]2[CH2:17][CH2:18][N:19]([CH3:22])[CH2:20][CH2:21]2)[CH2:14][CH2:15]1)=[O:9])[CH3:2].[C:49]1([CH3:59])[CH:50]=[CH:51][C:52]([S:55]([O-:58])(=[O:56])=[O:57])=[CH:53][CH:54]=1. The catalyst class is: 21. (2) Reactant: C[O:2][C:3](=[O:12])[CH2:4][C:5]1[CH:10]=[CH:9][C:8]([OH:11])=[CH:7][CH:6]=1.C([O-])([O-])=O.[K+].[K+].[CH3:19][C:20]1([O:23][CH2:22]1)[CH3:21]. Product: [OH:23][C:20]([CH3:22])([CH3:21])[CH2:19][O:11][C:8]1[CH:9]=[CH:10][C:5]([CH2:4][C:3]([OH:2])=[O:12])=[CH:6][CH:7]=1. The catalyst class is: 3. (3) Reactant: [CH2:1]([O:29]C1CCCCO1)[CH2:2][CH2:3][CH2:4][CH2:5][CH2:6][CH2:7][CH2:8][CH2:9][CH2:10][CH2:11][CH2:12][CH2:13][CH2:14][CH2:15][CH2:16][CH2:17][CH2:18][CH2:19][CH2:20][CH2:21][CH2:22][CH2:23][CH2:24][CH2:25][CH2:26][CH2:27][CH3:28].CCO.C(O)(=O)C.Cl. Product: [CH2:1]([OH:29])[CH2:2][CH2:3][CH2:4][CH2:5][CH2:6][CH2:7][CH2:8][CH2:9][CH2:10][CH2:11][CH2:12][CH2:13][CH2:14][CH2:15][CH2:16][CH2:17][CH2:18][CH2:19][CH2:20][CH2:21][CH2:22][CH2:23][CH2:24][CH2:25][CH2:26][CH2:27][CH3:28]. The catalyst class is: 1. (4) Reactant: [C:1]([C:3]1([O:15][Si](C)(C)C)[C:12]2[C:7](=[CH:8][CH:9]=[CH:10][C:11]=2[O:13][CH3:14])[CH2:6][CH2:5][CH2:4]1)#[N:2].[F-].[Na+].O. Product: [NH2:2][CH2:1][C:3]1([OH:15])[C:12]2[C:7](=[CH:8][CH:9]=[CH:10][C:11]=2[O:13][CH3:14])[CH2:6][CH2:5][CH2:4]1. The catalyst class is: 7.